From a dataset of NCI-60 drug combinations with 297,098 pairs across 59 cell lines. Regression. Given two drug SMILES strings and cell line genomic features, predict the synergy score measuring deviation from expected non-interaction effect. (1) Drug 1: CN(C)N=NC1=C(NC=N1)C(=O)N. Drug 2: CCC1(C2=C(COC1=O)C(=O)N3CC4=CC5=C(C=CC(=C5CN(C)C)O)N=C4C3=C2)O.Cl. Cell line: NCI-H460. Synergy scores: CSS=26.5, Synergy_ZIP=-7.71, Synergy_Bliss=1.70, Synergy_Loewe=1.14, Synergy_HSA=2.57. (2) Drug 1: CC(C)(C#N)C1=CC(=CC(=C1)CN2C=NC=N2)C(C)(C)C#N. Drug 2: C1CC(=O)NC(=O)C1N2C(=O)C3=CC=CC=C3C2=O. Cell line: HS 578T. Synergy scores: CSS=0.0205, Synergy_ZIP=-0.00447, Synergy_Bliss=0.215, Synergy_Loewe=1.49, Synergy_HSA=-0.582. (3) Drug 1: CC12CCC3C(C1CCC2=O)CC(=C)C4=CC(=O)C=CC34C. Drug 2: CC1C(C(CC(O1)OC2CC(CC3=C2C(=C4C(=C3O)C(=O)C5=CC=CC=C5C4=O)O)(C(=O)C)O)N)O. Cell line: NCI-H460. Synergy scores: CSS=43.1, Synergy_ZIP=5.49, Synergy_Bliss=4.94, Synergy_Loewe=-10.7, Synergy_HSA=5.19.